Dataset: Reaction yield outcomes from USPTO patents with 853,638 reactions. Task: Predict the reaction yield, written as a fraction of the theoretical maximum amount of product (1.0 means a 100% yield; for example, 0.34 means a 34% yield). (1) The reactants are [NH:1]1[CH2:6][CH2:5][CH:4]([C:7]#[N:8])[CH2:3][CH2:2]1.CC1C=CC(S(O[CH2:20][CH2:21][F:22])(=O)=O)=CC=1.C([O-])([O-])=O.[K+].[K+]. The catalyst is CN(C=O)C. The product is [F:22][CH2:21][CH2:20][N:1]1[CH2:6][CH2:5][CH:4]([C:7]#[N:8])[CH2:3][CH2:2]1. The yield is 0.970. (2) The reactants are [NH2:1][C:2]1[CH:7]=[CH:6][CH:5]=[CH:4][C:3]=1[C:8]#[C:9][C:10]1[C:11]([O:40][CH3:41])=[CH:12][C:13]([O:38][CH3:39])=[C:14](/[CH:16]=[CH:17]/[C:18]([C:20]2[CH:25]=[CH:24][C:23]([S:26]([NH:29][CH2:30][CH2:31][CH2:32][N:33]3[CH:37]=[CH:36][N:35]=[CH:34]3)(=[O:28])=[O:27])=[CH:22][CH:21]=2)=[O:19])[CH:15]=1. The catalyst is C(#N)C.[Pd](Cl)Cl. The product is [N:33]1([CH2:32][CH2:31][CH2:30][NH:29][S:26]([C:23]2[CH:22]=[CH:21][C:20]([C:18](=[O:19])/[CH:17]=[CH:16]/[C:14]3[CH:15]=[C:10]([C:9]4[NH:1][C:2]5[C:3]([CH:8]=4)=[CH:4][CH:5]=[CH:6][CH:7]=5)[C:11]([O:40][CH3:41])=[CH:12][C:13]=3[O:38][CH3:39])=[CH:25][CH:24]=2)(=[O:28])=[O:27])[CH:37]=[CH:36][N:35]=[CH:34]1. The yield is 1.00. (3) The reactants are [N:1]1[C:10]2[C:5](=[CH:6][C:7]([C:11]([OH:13])=O)=[CH:8][CH:9]=2)[N:4]=[CH:3][CH:2]=1.CN([C:17]([O:21][N:22]1N=NC2C=CC=N[C:23]1=2)=[N+](C)C)C.F[P-](F)(F)(F)(F)F.CCN(C(C)C)C(C)C.Cl.CONC. The catalyst is CN(C=O)C. The product is [CH3:17][O:21][N:22]([CH3:23])[C:11]([C:7]1[CH:6]=[C:5]2[C:10](=[CH:9][CH:8]=1)[N:1]=[CH:2][CH:3]=[N:4]2)=[O:13]. The yield is 0.800.